From a dataset of Reaction yield outcomes from USPTO patents with 853,638 reactions. Predict the reaction yield, written as a fraction of the theoretical maximum amount of product (1.0 means a 100% yield; for example, 0.34 means a 34% yield). (1) The reactants are S(Cl)(Cl)=O.[Cl:5][C:6]1[CH:11]=[CH:10][C:9]([N+:12]([O-:14])=[O:13])=[CH:8][C:7]=1[S:15]([OH:18])(=O)=[O:16].S(Cl)(Cl)(=O)=O.[OH-].[NH4+:25]. The product is [Cl:5][C:6]1[CH:11]=[CH:10][C:9]([N+:12]([O-:14])=[O:13])=[CH:8][C:7]=1[S:15]([NH2:25])(=[O:18])=[O:16]. The catalyst is C1(C)C=CC=CC=1.O1CCCC1.CN(C)C=O. The yield is 0.424. (2) The reactants are [Cl:1][C:2]1[CH:7]=[C:6]([F:8])[CH:5]=[CH:4][C:3]=1[S:9]([NH:12][C@@H:13]([CH2:16][OH:17])[CH:14]=[CH2:15])(=[O:11])=[O:10].C(C(C)=[O:23])(F)(F)F.[C:25]([O-:28])(O)=O.[Na+].OOS([O-])=O.[K+]. The catalyst is CC#N.O. The product is [Cl:1][C:2]1[CH:7]=[C:6]([F:8])[CH:5]=[CH:4][C:3]=1[S:9]([NH:12][C@H:13]([C@H:14]1[CH2:15][O:23]1)[CH2:16][OH:17])(=[O:10])=[O:11].[Cl:1][C:2]1[CH:7]=[C:6]([F:8])[CH:5]=[CH:4][C:3]=1[S:9]([NH:12][C@H:13]([C@@H:14]1[CH2:25][O:28]1)[CH2:16][OH:17])(=[O:10])=[O:11]. The yield is 0.410. (3) The reactants are OCCN1C=NC(C2C=CC(C3C=NN4C=CC(N5[C@@H](C(C)C)COC5=O)=NC=34)=CC=2)=N1.[OH:33][CH2:34][CH2:35][N:36]1[C:40]([C:41]2[CH:46]=[CH:45][C:44]([C:47]3[CH:48]=[N:49][N:50]4[CH:55]=[CH:54][C:53]([N:56]5[CH:60]([CH:61]([CH3:63])[CH3:62])[CH2:59][O:58][C:57]5=[O:64])=[N:52][C:51]=34)=[CH:43][CH:42]=2)=[N:39][CH:38]=[N:37]1. The catalyst is C(#N)C.O. The product is [OH:33][CH2:34][CH2:35][N:36]1[C:40]([C:41]2[CH:46]=[CH:45][C:44]([C:47]3[CH:48]=[N:49][N:50]4[CH:55]=[CH:54][C:53]([N:56]5[C@@H:60]([CH:61]([CH3:62])[CH3:63])[CH2:59][O:58][C:57]5=[O:64])=[N:52][C:51]=34)=[CH:43][CH:42]=2)=[N:39][CH:38]=[N:37]1. The yield is 0.110. (4) The reactants are [Br:1][C:2]1[CH:10]=[C:9]2[C:5]([CH2:6][C:7]3([CH2:14][CH2:13][CH2:12]3)[C:8]2=O)=[CH:4][CH:3]=1.[CH3:15][C:16]([S:19]([NH2:21])=[O:20])([CH3:18])[CH3:17].O. The catalyst is CN1C2C(N=C(N)NC=2NCC1CNC1C=CC(C(NC(C(O)=O)CCC(O)=O)=O)=CC=1)=O.CCOC(C)=O.[O-]CC.[Ti+4].[O-]CC.[O-]CC.[O-]CC. The product is [Br:1][C:2]1[CH:10]=[C:9]2[C:5](=[CH:4][CH:3]=1)[CH2:6][C:7]1([CH2:14][CH2:13][CH2:12]1)[C:8]2=[N:21][S:19]([C:16]([CH3:18])([CH3:17])[CH3:15])=[O:20]. The yield is 0.770.